This data is from Reaction yield outcomes from USPTO patents with 853,638 reactions. The task is: Predict the reaction yield, written as a fraction of the theoretical maximum amount of product (1.0 means a 100% yield; for example, 0.34 means a 34% yield). (1) The reactants are [H-].[Na+].[Br:3][C:4]1[CH:5]=[C:6]([N:10]2[CH2:14][CH2:13][CH2:12][C:11]2=[O:15])[CH:7]=[CH:8][CH:9]=1.[C:16](OCC)(=[O:22])[C:17]([O:19][CH2:20][CH3:21])=[O:18].C(O)(=O)C. The catalyst is C1COCC1.CCOC(C)=O. The product is [Br:3][C:4]1[CH:5]=[C:6]([N:10]2[CH2:14][CH2:13][CH:12]([C:16](=[O:22])[C:17]([O:19][CH2:20][CH3:21])=[O:18])[C:11]2=[O:15])[CH:7]=[CH:8][CH:9]=1. The yield is 0.310. (2) The reactants are [O-]CC.[Na+].Cl.[CH2:6]([O:8][C:9](=[O:13])[CH2:10][NH:11][CH3:12])[CH3:7].C(O[C:17](=[C:20]([C:23]#[N:24])[C:21]#[N:22])[CH2:18][CH3:19])C.Cl. The catalyst is C(O)C. The product is [CH2:6]([O:8][C:9]([C:10]1[N:11]([CH3:12])[C:17]([CH2:18][CH3:19])=[C:20]([C:21]#[N:22])[C:23]=1[NH2:24])=[O:13])[CH3:7]. The yield is 0.667. (3) The reactants are C[O:2][C:3]1[CH:19]=[CH:18][C:6]2[CH2:7][C@@H:8]([CH2:13][C:14]([O:16][CH3:17])=[O:15])[C:9](=[O:12])[NH:10][CH2:11][C:5]=2[CH:4]=1.B(Br)(Br)Br.CO. The catalyst is C(Cl)(Cl)Cl.O.CO. The product is [OH:2][C:3]1[CH:19]=[CH:18][C:6]2[CH2:7][C@@H:8]([CH2:13][C:14]([O:16][CH3:17])=[O:15])[C:9](=[O:12])[NH:10][CH2:11][C:5]=2[CH:4]=1. The yield is 0.680.